From a dataset of Full USPTO retrosynthesis dataset with 1.9M reactions from patents (1976-2016). Predict the reactants needed to synthesize the given product. (1) The reactants are: C(NC(C)C)(C)C.[Li].[C:9]([O:12][C:13]([CH3:16])([CH3:15])[CH3:14])(=[O:11])[CH3:10].[CH:17](=[O:21])[CH:18]([CH3:20])[CH3:19].O. Given the product [C:13]([O:12][C:9](=[O:11])[CH2:10][CH:17]([OH:21])[CH:18]([CH3:20])[CH3:19])([CH3:16])([CH3:15])[CH3:14], predict the reactants needed to synthesize it. (2) Given the product [F:40][C:2]([CH3:28])([CH3:1])[CH2:3][N:4]1[CH2:9][CH2:8][CH:7]([CH2:10][O:11][C:12]2[CH:17]=[CH:16][C:15]([C:18]3[CH:23]=[CH:22][C:21]([S:24]([CH3:27])(=[O:26])=[O:25])=[CH:20][CH:19]=3)=[N:14][CH:13]=2)[CH2:6][CH2:5]1, predict the reactants needed to synthesize it. The reactants are: [CH3:1][C:2](O)([CH3:28])[CH2:3][N:4]1[CH2:9][CH2:8][CH:7]([CH2:10][O:11][C:12]2[CH:13]=[N:14][C:15]([C:18]3[CH:23]=[CH:22][C:21]([S:24]([CH3:27])(=[O:26])=[O:25])=[CH:20][CH:19]=3)=[CH:16][CH:17]=2)[CH2:6][CH2:5]1.COCCN(S(F)(F)[F:40])CCOC.